Dataset: Reaction yield outcomes from USPTO patents with 853,638 reactions. Task: Predict the reaction yield, written as a fraction of the theoretical maximum amount of product (1.0 means a 100% yield; for example, 0.34 means a 34% yield). (1) The catalyst is O1CCCC1.O. The yield is 0.530. The reactants are [CH3:1][C:2]1[C:3]([CH:13]=[O:14])=[CH:4][NH:5][C:6]=1[C:7]1[CH:12]=[CH:11][CH:10]=[CH:9][CH:8]=1.[H-].[Na+].C1OCCOCCOCCOCCOC1.Cl.[N:33]1[CH:38]=[CH:37][CH:36]=[C:35]([S:39](Cl)(=[O:41])=[O:40])[CH:34]=1. The product is [CH3:1][C:2]1[C:3]([CH:13]=[O:14])=[CH:4][N:5]([S:39]([C:35]2[CH:34]=[N:33][CH:38]=[CH:37][CH:36]=2)(=[O:41])=[O:40])[C:6]=1[C:7]1[CH:12]=[CH:11][CH:10]=[CH:9][CH:8]=1. (2) The reactants are [CH2:1]([N:3]1[C:12]2[C:11](=O)[NH:10][CH2:9][C:8]([C:14]3[CH:19]=[CH:18][C:17]([O:20][CH3:21])=[CH:16][CH:15]=3)=[N:7][C:6]=2[C:5]([CH3:22])=[N:4]1)[CH3:2].COC1C=CC(P2(SP(C3C=CC(OC)=CC=3)(=S)S2)=[S:32])=CC=1. The catalyst is C1(C)C=CC=CC=1. The product is [CH2:1]([N:3]1[C:12]2[C:11](=[S:32])[NH:10][CH2:9][C:8]([C:14]3[CH:19]=[CH:18][C:17]([O:20][CH3:21])=[CH:16][CH:15]=3)=[N:7][C:6]=2[C:5]([CH3:22])=[N:4]1)[CH3:2]. The yield is 0.870. (3) The yield is 0.980. The catalyst is [Pd].CO. The product is [NH2:14][C:11]1[CH:12]=[CH:13][C:8]2[N:7]=[CH:6][N:5]([CH2:4][CH2:3][C:2]([NH:18][CH2:19][CH:20]([C:22]3[CH:23]=[C:24]([NH:28][S:29]([C:32]4[CH:37]=[CH:36][CH:35]=[CH:34][CH:33]=4)(=[O:31])=[O:30])[CH:25]=[CH:26][CH:27]=3)[OH:21])([CH3:1])[CH3:17])[C:9]=2[CH:10]=1. The reactants are [CH3:1][C:2]([NH:18][CH2:19][CH:20]([C:22]1[CH:23]=[C:24]([NH:28][S:29]([C:32]2[CH:37]=[CH:36][CH:35]=[CH:34][CH:33]=2)(=[O:31])=[O:30])[CH:25]=[CH:26][CH:27]=1)[OH:21])([CH3:17])[CH2:3][CH2:4][N:5]1[C:9]2[CH:10]=[C:11]([N+:14]([O-])=O)[CH:12]=[CH:13][C:8]=2[N:7]=[CH:6]1.[H][H]. (4) The reactants are [Cl:1][C:2]1[N:7]=[N:6][C:5]([O:8][CH2:9][C:10]([O:12]CC)=O)=[CH:4][CH:3]=1.[CH:15]1([C:18]([N:20]2[CH2:25][CH2:24][CH:23]([NH:26][CH3:27])[CH2:22][CH2:21]2)=[O:19])[CH2:17][CH2:16]1. No catalyst specified. The product is [Cl:1][C:2]1[N:7]=[N:6][C:5]([O:8][CH2:9][C:10]([N:26]([CH:23]2[CH2:24][CH2:25][N:20]([C:18]([CH:15]3[CH2:17][CH2:16]3)=[O:19])[CH2:21][CH2:22]2)[CH3:27])=[O:12])=[CH:4][CH:3]=1. The yield is 0.630. (5) The catalyst is CN(C=O)C.CCOC(C)=O. The reactants are [NH:1]1[CH2:5][CH2:4][CH2:3][C@H:2]1[CH2:6][O:7][C:8]1[CH:9]=[C:10]([C:18]([O:20][CH3:21])=[O:19])[C:11](=[CH:16][CH:17]=1)[C:12]([O:14][CH3:15])=[O:13].[CH3:22][O:23][C:24]1[CH:25]=[C:26]([CH2:41][C:42](O)=[O:43])[CH:27]=[CH:28][C:29]=1[NH:30][C:31]([NH:33][C:34]1[CH:39]=[CH:38][CH:37]=[CH:36][C:35]=1[CH3:40])=[O:32].CCN(CC)CC. The yield is 0.970. The product is [CH3:22][O:23][C:24]1[CH:25]=[C:26]([CH2:41][C:42]([N:1]2[CH2:5][CH2:4][CH2:3][C@H:2]2[CH2:6][O:7][C:8]2[CH:9]=[C:10]([C:18]([O:20][CH3:21])=[O:19])[C:11](=[CH:16][CH:17]=2)[C:12]([O:14][CH3:15])=[O:13])=[O:43])[CH:27]=[CH:28][C:29]=1[NH:30][C:31]([NH:33][C:34]1[CH:39]=[CH:38][CH:37]=[CH:36][C:35]=1[CH3:40])=[O:32]. (6) The reactants are [C:1]([NH:4][C:5]1[CH:10]=[CH:9][C:8]([N:11]([C:13]2[C:22]3[C:17](=[CH:18][CH:19]=[CH:20][CH:21]=3)[N:16]=[C:15]([CH3:23])[N:14]=2)[CH3:12])=[CH:7][CH:6]=1)(=[O:3])[CH3:2].[CH3:24]I.[H-].[Na+]. The catalyst is CN(C=O)C. The product is [CH3:23][C:15]1[N:14]=[C:13]([N:11]([C:8]2[CH:9]=[CH:10][C:5]([N:4]([CH3:24])[C:1](=[O:3])[CH3:2])=[CH:6][CH:7]=2)[CH3:12])[C:22]2[C:17](=[CH:18][CH:19]=[CH:20][CH:21]=2)[N:16]=1. The yield is 0.590. (7) The reactants are Br[C:2]1[CH:7]=[CH:6][CH:5]=[C:4]([Br:8])[CH:3]=1.[NH:9]1[CH2:13][CH2:12][CH:11]([OH:14])[CH2:10]1.CC([O-])(C)C.[K+]. The catalyst is C1(C)C=CC=CC=1.C1C=CC(/C=C/C(/C=C/C2C=CC=CC=2)=O)=CC=1.C1C=CC(/C=C/C(/C=C/C2C=CC=CC=2)=O)=CC=1.C1C=CC(/C=C/C(/C=C/C2C=CC=CC=2)=O)=CC=1.[Pd].[Pd].C1C=CC(P(C2C(C3C(P(C4C=CC=CC=4)C4C=CC=CC=4)=CC=C4C=3C=CC=C4)=C3C(C=CC=C3)=CC=2)C2C=CC=CC=2)=CC=1. The product is [Br:8][C:4]1[CH:3]=[C:2]([N:9]2[CH2:13][CH2:12][CH:11]([OH:14])[CH2:10]2)[CH:7]=[CH:6][CH:5]=1. The yield is 0.210. (8) The reactants are [Cl:1][C:2]1[C:11]2[CH:10]=[CH:9][CH:8]=[C:7]([NH2:12])[C:6]=2[CH:5]=[CH:4][N:3]=1.[Br:13][C:14]1[CH:19]=[CH:18][C:17]([CH2:20][N:21]=[C:22]=[O:23])=[CH:16][CH:15]=1. The catalyst is C1(C)C=CC=CC=1. The product is [Br:13][C:14]1[CH:15]=[CH:16][C:17]([CH2:20][NH:21][C:22]([NH:12][C:7]2[CH:8]=[CH:9][CH:10]=[C:11]3[C:6]=2[CH:5]=[CH:4][N:3]=[C:2]3[Cl:1])=[O:23])=[CH:18][CH:19]=1. The yield is 0.630. (9) The reactants are [CH:1]([C:4]1[O:8][N:7]=[C:6]([CH:9]2[CH2:14][CH2:13][N:12](C(OC(C)(C)C)=O)[CH2:11][CH2:10]2)[N:5]=1)([CH3:3])[CH3:2].[ClH:22]. The catalyst is C(OCC)(=O)C. The product is [ClH:22].[CH:1]([C:4]1[O:8][N:7]=[C:6]([CH:9]2[CH2:14][CH2:13][NH:12][CH2:11][CH2:10]2)[N:5]=1)([CH3:3])[CH3:2]. The yield is 0.852.